This data is from Forward reaction prediction with 1.9M reactions from USPTO patents (1976-2016). The task is: Predict the product of the given reaction. (1) Given the reactants [Cl:1][C:2]1[CH:3]=[CH:4][C:5]2[N:6]([N:12]=[C:13]([N:26]3[CH2:31][CH2:30][CH2:29][CH2:28][CH2:27]3)[C:14]=2[CH2:15][C:16]2[N:21]=[C:20]([C:22]([O:24][CH3:25])=[O:23])[CH:19]=[CH:18][CH:17]=2)[C:7]=1[Si](C)(C)C.[F-].C([N+](CCCC)(CCCC)CCCC)CCC.[Cl-].[NH4+], predict the reaction product. The product is: [Cl:1][C:2]1[CH:3]=[CH:4][C:5]2[N:6]([N:12]=[C:13]([N:26]3[CH2:27][CH2:28][CH2:29][CH2:30][CH2:31]3)[C:14]=2[CH2:15][C:16]2[N:21]=[C:20]([C:22]([O:24][CH3:25])=[O:23])[CH:19]=[CH:18][CH:17]=2)[CH:7]=1. (2) Given the reactants [C:1]([CH:3]([C:9]1[C:10]2[C:17]([CH3:18])=[CH:16][S:15][C:11]=2[N:12]=[CH:13][N:14]=1)C(OCC)=O)#[N:2].CS(C)=O.[Na+].[Cl-], predict the reaction product. The product is: [CH3:18][C:17]1[C:10]2[C:9]([CH2:3][C:1]#[N:2])=[N:14][CH:13]=[N:12][C:11]=2[S:15][CH:16]=1. (3) Given the reactants [N+:1]([C:4]1[CH:5]=[C:6]([CH:10]=[CH:11][CH:12]=1)[CH2:7][CH2:8][OH:9])([O-:3])=[O:2].[H-].[Na+].I[CH3:16], predict the reaction product. The product is: [CH3:16][O:9][CH2:8][CH2:7][C:6]1[CH:10]=[CH:11][CH:12]=[C:4]([N+:1]([O-:3])=[O:2])[CH:5]=1. (4) Given the reactants [CH3:1][C:2]1[N:3]=[C:4]2[C:9]([NH:10][CH2:11][C:12]3[C:20]([CH3:21])=[CH:19][CH:18]=[CH:17][C:13]=3[C:14](O)=[O:15])=[CH:8][CH:7]=[CH:6][N:5]2[C:22]=1[CH3:23].COCCO[AlH2-]OCCOC.[Na+].O.C(Cl)[Cl:38], predict the reaction product. The product is: [ClH:38].[OH:15][CH2:14][C:13]1[CH:17]=[CH:18][CH:19]=[C:20]([CH3:21])[C:12]=1[CH2:11][NH:10][C:9]1[C:4]2[N:5]([C:22]([CH3:23])=[C:2]([CH3:1])[N:3]=2)[CH:6]=[CH:7][CH:8]=1. (5) Given the reactants [NH2:1][C@H:2]([C:4]([O:6][CH3:7])=[O:5])[CH3:3].Cl.[Cl:9][C:10]1[CH:11]=[N:12][CH:13]=[C:14]([Cl:39])[C:15]=1[NH:16][C:17]1[C:26]2[C:21](=[C:22]([O:29][CH2:30][CH2:31][CH2:32][CH2:33][CH2:34][C:35](O)=[O:36])[C:23]([O:27][CH3:28])=[CH:24][CH:25]=2)[O:20][C:19](=[O:38])[CH:18]=1, predict the reaction product. The product is: [Cl:9][C:10]1[CH:11]=[N:12][CH:13]=[C:14]([Cl:39])[C:15]=1[NH:16][C:17]1[C:26]2[C:21](=[C:22]([O:29][CH2:30][CH2:31][CH2:32][CH2:33][CH2:34][C:35]([NH:1][C@@H:2]([CH3:3])[C:4]([O:6][CH3:7])=[O:5])=[O:36])[C:23]([O:27][CH3:28])=[CH:24][CH:25]=2)[O:20][C:19](=[O:38])[CH:18]=1. (6) Given the reactants [H-].[Na+].Cl[CH2:4][CH2:5][S:6](Cl)(=[O:8])=[O:7].[O:10]([C:17]1[CH:22]=[CH:21][C:20]([C:23]2[C:24]([NH2:29])=[N:25][CH:26]=[CH:27][CH:28]=2)=[CH:19][CH:18]=1)[C:11]1[CH:16]=[CH:15][CH:14]=[CH:13][CH:12]=1, predict the reaction product. The product is: [O:10]([C:17]1[CH:22]=[CH:21][C:20]([C:23]2[C:24]3=[N:29][S:6](=[O:8])(=[O:7])[CH2:5][CH2:4][N:25]3[CH:26]=[CH:27][CH:28]=2)=[CH:19][CH:18]=1)[C:11]1[CH:12]=[CH:13][CH:14]=[CH:15][CH:16]=1. (7) Given the reactants [OH:1][CH2:2][CH2:3][CH2:4][CH2:5][CH2:6][O:7][C:8]1[CH:13]=[CH:12][N+:11]([O-])=[C:10]([CH3:15])[C:9]=1[CH3:16].[C:17]([O:20]C(=O)C)(=[O:19])[CH3:18], predict the reaction product. The product is: [OH:1][CH2:2][CH2:3][CH2:4][CH2:5][CH2:6][O:7][C:8]1[CH:13]=[CH:12][N:11]=[C:10]([CH2:15][O:20][C:17](=[O:19])[CH3:18])[C:9]=1[CH3:16].